From a dataset of Peptide-MHC class I binding affinity with 185,985 pairs from IEDB/IMGT. Regression. Given a peptide amino acid sequence and an MHC pseudo amino acid sequence, predict their binding affinity value. This is MHC class I binding data. The peptide sequence is ECLINDPWV. The MHC is H-2-Db with pseudo-sequence H-2-Db. The binding affinity (normalized) is 0.0641.